From a dataset of Full USPTO retrosynthesis dataset with 1.9M reactions from patents (1976-2016). Predict the reactants needed to synthesize the given product. (1) Given the product [Br:20][C:17]([F:19])([F:18])[C:9]#[C:8][CH2:7][O:6][Si:5]([C:1]([CH3:3])([CH3:4])[CH3:2])([CH3:10])[CH3:11], predict the reactants needed to synthesize it. The reactants are: [C:1]([Si:5]([CH3:11])([CH3:10])[O:6][CH2:7][C:8]#[CH:9])([CH3:4])([CH3:3])[CH3:2].[Li]CCCC.[C:17](Br)([Br:20])([F:19])[F:18]. (2) Given the product [F:1][C:2]1[CH:3]=[C:4]2[N:10]([CH2:11][C:12]3[C:17]([CH3:18])=[C:16]([O:19][CH3:20])[N:15]=[CH:14][N:13]=3)[CH:9]=[C:8]([C:21]([NH:27][CH2:26][CH2:25][F:24])=[O:22])[C:5]2=[N:6][CH:7]=1, predict the reactants needed to synthesize it. The reactants are: [F:1][C:2]1[CH:3]=[C:4]2[N:10]([CH2:11][C:12]3[C:17]([CH3:18])=[C:16]([O:19][CH3:20])[N:15]=[CH:14][N:13]=3)[CH:9]=[C:8]([C:21](O)=[O:22])[C:5]2=[N:6][CH:7]=1.[F:24][CH2:25][CH2:26][NH2:27].CCCP1(OP(CCC)(=O)OP(CCC)(=O)O1)=O.